Dataset: Full USPTO retrosynthesis dataset with 1.9M reactions from patents (1976-2016). Task: Predict the reactants needed to synthesize the given product. (1) Given the product [Cl:1][C:2]1[CH:7]=[CH:6][CH:5]=[CH:4][C:3]=1[O:8][C:14]1[C:15]([C:16]([O:18][CH2:19][CH3:20])=[O:17])=[CH:10][N:11]=[C:12]([C:21]2[CH:26]=[CH:25][C:24]([CH3:27])=[C:23]([N+:28]([O-:30])=[O:29])[CH:22]=2)[N:13]=1, predict the reactants needed to synthesize it. The reactants are: [Cl:1][C:2]1[CH:7]=[CH:6][CH:5]=[CH:4][C:3]=1[OH:8].Cl[C:10]1[C:15]([C:16]([O:18][CH2:19][CH3:20])=[O:17])=[CH:14][N:13]=[C:12]([C:21]2[CH:26]=[CH:25][C:24]([CH3:27])=[C:23]([N+:28]([O-:30])=[O:29])[CH:22]=2)[N:11]=1.C(=O)([O-])[O-].[K+].[K+]. (2) Given the product [Cl:8][C:5]1[CH:6]=[CH:7][C:2]([C@@:28]2([OH:49])[C@H:27]([O:26][Si:25]([CH3:51])([CH3:50])[CH3:24])[C@@H:32]([O:33][Si:34]([CH3:35])([CH3:36])[CH3:37])[C@H:31]([O:38][Si:39]([CH3:42])([CH3:41])[CH3:40])[C@@H:30]([CH2:43][O:44][Si:45]([CH3:48])([CH3:47])[CH3:46])[O:29]2)=[CH:3][C:4]=1[CH2:9][C:10]1[CH:15]=[CH:14][C:13]([O:16][CH2:17][CH3:18])=[CH:12][CH:11]=1, predict the reactants needed to synthesize it. The reactants are: Br[C:2]1[CH:7]=[CH:6][C:5]([Cl:8])=[C:4]([CH2:9][C:10]2[CH:15]=[CH:14][C:13]([O:16][CH2:17][CH3:18])=[CH:12][CH:11]=2)[CH:3]=1.C([Li])CCC.[CH3:24][Si:25]([CH3:51])([CH3:50])[O:26][C@@H:27]1[C@@H:32]([O:33][Si:34]([CH3:37])([CH3:36])[CH3:35])[C@H:31]([O:38][Si:39]([CH3:42])([CH3:41])[CH3:40])[C@@H:30]([CH2:43][O:44][Si:45]([CH3:48])([CH3:47])[CH3:46])[O:29][C:28]1=[O:49]. (3) Given the product [Cl:1][C:2]1[C:3]([CH3:22])=[N:4][O:5][C:6]=1[N:7]([CH2:19][O:20][CH3:21])[S:8]([C:11]1[CH:15]=[C:14]([CH3:24])[S:13][C:12]=1[C:16]([Cl:18])=[O:17])(=[O:9])=[O:10], predict the reactants needed to synthesize it. The reactants are: [Cl:1][C:2]1[C:3]([CH3:22])=[N:4][O:5][C:6]=1[N:7]([CH2:19][O:20][CH3:21])[S:8]([C:11]1[CH:15]=[CH:14][S:13][C:12]=1[C:16]([Cl:18])=[O:17])(=[O:10])=[O:9].Cl[C:24]1C(C)=NOC=1N(COC)S(C1C=C(C)SC=1C(O)=O)(=O)=O. (4) Given the product [Cl:1][C:2]1[CH:33]=[CH:32][CH:31]=[CH:30][C:3]=1[O:4][C:5]1[CH:14]=[C:13]2[C:8]([C:9]([OH:29])=[C:10]([C:17]([NH:19][CH2:20][C:21]([CH3:28])([CH3:27])[C:22]([OH:24])=[O:23])=[O:18])[N:11]=[C:12]2[C:15]#[N:16])=[CH:7][CH:6]=1, predict the reactants needed to synthesize it. The reactants are: [Cl:1][C:2]1[CH:33]=[CH:32][CH:31]=[CH:30][C:3]=1[O:4][C:5]1[CH:14]=[C:13]2[C:8]([C:9]([OH:29])=[C:10]([C:17]([NH:19][CH2:20][C:21]([CH3:28])([CH3:27])[C:22]([O:24]CC)=[O:23])=[O:18])[N:11]=[C:12]2[C:15]#[N:16])=[CH:7][CH:6]=1.O.CCOC(C)=O.Cl. (5) The reactants are: [O:1]=[P:2]12[O:13]P3(OP(OP(O3)([O:9]1)=O)(=O)[O:3]2)=O.P(=O)(O)(O)[OH:16].[NH2:20][C:21]([CH3:54])([CH2:24][CH2:25][C:26]1[CH:27]=[C:28]2[C:51](=[CH:52][CH:53]=1)[C:32]1=[N:33][O:34][C:35]([C:36]3[CH:37]=[N:38][N:39]([C:45]4[CH:50]=[CH:49][CH:48]=[CH:47][CH:46]=4)[C:40]=3[C:41]([F:44])([F:43])[F:42])=[C:31]1[CH2:30][CH2:29]2)[CH2:22]O.[CH3:55][OH:56]. Given the product [P:2]([OH:13])([OH:9])([O:3][CH2:54][C:21]([NH2:20])([CH3:22])[CH2:24][CH2:25][C:26]1[CH:27]=[C:28]2[C:51](=[CH:52][CH:53]=1)[C:32]1=[N:33][O:34][C:35]([C:36]3[CH:37]=[N:38][N:39]([C:45]4[CH:46]=[CH:47][CH:48]=[CH:49][CH:50]=4)[C:40]=3[C:41]([F:44])([F:43])[F:42])=[C:31]1[CH2:30][CH2:29]2)=[O:1].[C:55]([OH:16])([C:41]([F:44])([F:43])[F:42])=[O:56], predict the reactants needed to synthesize it. (6) Given the product [CH3:1][CH:2]([CH3:19])[CH2:3][CH:4]([N:10]1[CH:14]=[CH:13][C:12]([C:15]([F:18])([F:16])[F:17])=[N:11]1)[C:5]([OH:7])=[O:6], predict the reactants needed to synthesize it. The reactants are: [CH3:1][CH:2]([CH3:19])[CH2:3][CH:4]([N:10]1[CH:14]=[CH:13][C:12]([C:15]([F:18])([F:17])[F:16])=[N:11]1)[C:5]([O:7]CC)=[O:6].CC(C)C(N1C=CC(C(F)(F)F)=N1)C(OCC)=O. (7) Given the product [C:1]([O:5][C:6]([N:8]([CH2:9][C:10]([F:22])([F:23])[C:11]1[CH:16]=[CH:15][CH:14]=[C:13]([O:17][CH2:18][CH2:19][CH2:20][CH3:21])[CH:12]=1)[CH2:29][C:28]([N:27]([CH3:32])[CH3:26])=[O:31])=[O:7])([CH3:2])([CH3:4])[CH3:3], predict the reactants needed to synthesize it. The reactants are: [C:1]([O:5][C:6]([NH:8][CH2:9][C:10]([F:23])([F:22])[C:11]1[CH:16]=[CH:15][CH:14]=[C:13]([O:17][CH2:18][CH2:19][CH2:20][CH3:21])[CH:12]=1)=[O:7])([CH3:4])([CH3:3])[CH3:2].[H-].[Na+].[CH3:26][N:27]([CH3:32])[C:28](=[O:31])[CH2:29]Cl.